This data is from Reaction yield outcomes from USPTO patents with 853,638 reactions. The task is: Predict the reaction yield, written as a fraction of the theoretical maximum amount of product (1.0 means a 100% yield; for example, 0.34 means a 34% yield). The reactants are Br[C:2]1[CH:3]=[C:4]([N:8]2[C:16]3[C:11](=[CH:12][CH:13]=[CH:14][CH:15]=3)[C:10]([C:17]([O:19][CH3:20])=[O:18])=[N:9]2)[CH:5]=[CH:6][CH:7]=1.[N:21]1[CH:26]=[CH:25][CH:24]=[N:23][C:22]=1[C@:27]([OH:31])([C:29]#[CH:30])[CH3:28]. No catalyst specified. The product is [OH:31][C@:27]([C:22]1[N:21]=[CH:26][CH:25]=[CH:24][N:23]=1)([CH3:28])[C:29]#[C:30][C:2]1[CH:3]=[C:4]([N:8]2[C:16]3[C:11](=[CH:12][CH:13]=[CH:14][CH:15]=3)[C:10]([C:17]([O:19][CH3:20])=[O:18])=[N:9]2)[CH:5]=[CH:6][CH:7]=1. The yield is 0.310.